The task is: Predict the reaction yield, written as a fraction of the theoretical maximum amount of product (1.0 means a 100% yield; for example, 0.34 means a 34% yield).. This data is from Reaction yield outcomes from USPTO patents with 853,638 reactions. (1) The reactants are [CH:1]([O:4][C:5]1[CH:10]=[CH:9][C:8]([CH2:11][NH2:12])=[CH:7][CH:6]=1)([CH3:3])[CH3:2].F[C:14]1[CH:22]=[N:21][CH:20]=[CH:19][C:15]=1[C:16]([OH:18])=[O:17]. No catalyst specified. The product is [CH3:2][CH:1]([O:4][C:5]1[CH:6]=[CH:7][C:8]([CH2:11][NH:12][C:19]2[CH:20]=[N:21][CH:22]=[CH:14][C:15]=2[C:16]([OH:18])=[O:17])=[CH:9][CH:10]=1)[CH3:3]. The yield is 0.280. (2) The reactants are Cl.[C:2]([N:9]1[CH2:13][CH2:12][CH:11]([OH:14])[CH2:10]1)([O:4][C:5]([CH3:8])([CH3:7])[CH3:6])=[O:3]. The catalyst is CS(C)=O.C(N(CC)CC)C. The product is [C:5]([O:4][C:2]([N:9]1[CH2:13][CH2:12][C:11](=[O:14])[CH2:10]1)=[O:3])([CH3:8])([CH3:6])[CH3:7]. The yield is 0.580. (3) The reactants are C(N([CH2:6][CH3:7])CC)C.C([O:10][C:11](=O)[CH2:12][N:13](C1C=CC=CC=1)[C:14](=[O:29])[NH:15][CH:16]1[CH2:21][CH2:20][N:19]([C:22]([O:24][C:25]([CH3:28])([CH3:27])[CH3:26])=[O:23])[CH2:18][CH2:17]1)C. The catalyst is C(O)C. The product is [O:29]=[C:14]1[NH:13][CH:12]([C:7]2[CH:6]=[CH:18][CH:17]=[CH:16][CH:21]=2)[C:11](=[O:10])[N:15]1[CH:16]1[CH2:21][CH2:20][N:19]([C:22]([O:24][C:25]([CH3:28])([CH3:26])[CH3:27])=[O:23])[CH2:18][CH2:17]1. The yield is 0.810. (4) The yield is 0.460. The reactants are [CH:1]([P:3](=[O:17])([CH:15]=[CH2:16])[C:4]1[CH:9]=[CH:8][C:7]([N+:10]([O-:12])=[O:11])=[C:6]([O:13][CH3:14])[CH:5]=1)=[CH2:2].Cl.[CH2:19]([NH2:21])[CH3:20].[OH-].[Na+].C(N)C1C=CC=CC=1. The product is [CH2:19]([N:21]1[CH2:16][CH2:15][P:3](=[O:17])([C:4]2[CH:9]=[CH:8][C:7]([N+:10]([O-:12])=[O:11])=[C:6]([O:13][CH3:14])[CH:5]=2)[CH2:1][CH2:2]1)[CH3:20]. The catalyst is C1COCC1. (5) The reactants are Cl.[NH2:2][C:3]1[C:10]([Cl:11])=[CH:9][C:8]([N+:12]([O-])=O)=[CH:7][C:4]=1[C:5]#[N:6].C(=O)([O-])[O-].[Na+].[Na+]. The catalyst is O1CCCC1.[Zn]. The product is [NH2:2][C:3]1[C:10]([Cl:11])=[CH:9][C:8]([NH2:12])=[CH:7][C:4]=1[C:5]#[N:6]. The yield is 0.990. (6) The reactants are [CH3:1][C:2]([CH3:6])([CH3:5])[C:3]#[CH:4].[Br:7][C:8]1[CH:13]=[CH:12][CH:11]=[C:10](Br)[C:9]=1[OH:15]. The catalyst is N1C=CC=CC=1.CCOC(C)=O. The product is [Br:7][C:8]1[C:9]2[O:15][C:3]([C:2]([CH3:6])([CH3:5])[CH3:1])=[CH:4][C:10]=2[CH:11]=[CH:12][CH:13]=1. The yield is 0.260. (7) The yield is 0.670. The product is [CH3:16][N:17]1[CH:21]=[C:20]([C:22]2[N:27]=[CH:26][N:25]=[C:24]([O:28][C:29]3[CH:30]=[CH:31][C:32]([NH:35][C:13]([N:3]4[CH2:4][CH2:5][N:6]([CH:7]5[CH2:12][CH2:11][O:10][CH2:9][CH2:8]5)[C:2]4=[O:1])=[O:14])=[N:33][CH:34]=3)[CH:23]=2)[CH:19]=[N:18]1. The catalyst is C(Cl)Cl. The reactants are [O:1]=[C:2]1[N:6]([CH:7]2[CH2:12][CH2:11][O:10][CH2:9][CH2:8]2)[CH2:5][CH2:4][N:3]1[C:13](Cl)=[O:14].[CH3:16][N:17]1[CH:21]=[C:20]([C:22]2[N:27]=[CH:26][N:25]=[C:24]([O:28][C:29]3[CH:30]=[CH:31][C:32]([NH2:35])=[N:33][CH:34]=3)[CH:23]=2)[CH:19]=[N:18]1. (8) The reactants are [O:1]1[C:9]2[C:4](=[N:5][CH:6]=[C:7](B(O)O)[CH:8]=2)[O:3][CH2:2]1.[OH:13]O. The catalyst is ClCCl. The product is [O:1]1[C:9]2[C:4](=[N:5][CH:6]=[C:7]([OH:13])[CH:8]=2)[O:3][CH2:2]1. The yield is 0.490. (9) The reactants are Cl.[NH:2]1[CH2:5][CH:4]([C:6]2[C:11]([C:12]3[CH:13]=[C:14]([CH3:18])[CH:15]=[CH:16][CH:17]=3)=[N:10][CH:9]=[CH:8][N:7]=2)[CH2:3]1.Cl[C:20]1[CH:29]=[CH:28][C:27]2[C:22](=[CH:23][CH:24]=[CH:25][CH:26]=2)[N:21]=1.C([O-])([O-])=O.[Cs+].[Cs+]. The catalyst is CN(C=O)C.O. The product is [C:14]1([CH3:18])[CH:15]=[CH:16][CH:17]=[C:12]([C:11]2[C:6]([CH:4]3[CH2:5][N:2]([C:20]4[CH:29]=[CH:28][C:27]5[C:22](=[CH:23][CH:24]=[CH:25][CH:26]=5)[N:21]=4)[CH2:3]3)=[N:7][CH:8]=[CH:9][N:10]=2)[CH:13]=1. The yield is 0.250.